From a dataset of Catalyst prediction with 721,799 reactions and 888 catalyst types from USPTO. Predict which catalyst facilitates the given reaction. (1) Reactant: [F:1][C:2]1[N:10]=[CH:9][CH:8]=[CH:7][C:3]=1[C:4]([OH:6])=O.[Cl-].[CH2:12]([O:19][C:20]1[CH:25]=[CH:24][C:23]([N:26]2[CH2:31][CH2:30][N:29]([C:32](=[O:35])[CH2:33][NH3+:34])[CH2:28][CH2:27]2)=[CH:22][CH:21]=1)[C:13]1[CH:18]=[CH:17][CH:16]=[CH:15][CH:14]=1.C1CN([P+](ON2N=NC3C=CC=CC2=3)(N2CCCC2)N2CCCC2)CC1.F[P-](F)(F)(F)(F)F.C(N(C(C)C)C(C)C)C. Product: [CH2:12]([O:19][C:20]1[CH:21]=[CH:22][C:23]([N:26]2[CH2:27][CH2:28][N:29]([C:32](=[O:35])[CH2:33][NH:34][C:4](=[O:6])[C:3]3[CH:7]=[CH:8][CH:9]=[N:10][C:2]=3[F:1])[CH2:30][CH2:31]2)=[CH:24][CH:25]=1)[C:13]1[CH:14]=[CH:15][CH:16]=[CH:17][CH:18]=1. The catalyst class is: 3. (2) Reactant: C([O-])(=O)CCCC[CH2:6][C:7](C)([CH3:9])[CH3:8].[CH:13]([C:16]1[CH:21]=[CH:20][CH:19]=[C:18]([CH:22]([CH3:24])[CH3:23])[C:17]=1[N:25]1[C:29](=[O:30])[CH:28]=[CH:27][C:26]1=[O:31])([CH3:15])[CH3:14].C=C(C)C. Product: [CH:13]([C:16]1[CH:21]=[CH:20][CH:19]=[C:18]([CH:22]([CH3:24])[CH3:23])[C:17]=1[N:25]1[C:26](=[O:31])[CH:27]=[CH:28][C:29]1=[O:30])([CH3:14])[CH3:15].[CH2:6]=[C:7]([CH3:9])[CH3:8]. The catalyst class is: 11. (3) Reactant: [Br:1][C:2]1[CH:7]=[CH:6][C:5]([F:8])=[CH:4][C:3]=1[OH:9].I[CH:11]([CH3:13])[CH3:12].C([O-])([O-])=O.[K+].[K+]. Product: [Br:1][C:2]1[CH:7]=[CH:6][C:5]([F:8])=[CH:4][C:3]=1[O:9][CH:11]([CH3:13])[CH3:12]. The catalyst class is: 3. (4) Reactant: [F:1][C:2]([F:11])([F:10])[C:3]1[CH:4]=[C:5]([NH2:9])[N:6]=[N:7][CH:8]=1.C(=O)(O)[O-].[Na+].[CH2:17](O)[CH3:18]. Product: [F:11][C:2]([F:1])([F:10])[C:3]1[CH:8]=[N:7][N:6]2[CH:17]=[CH:18][N:9]=[C:5]2[CH:4]=1. The catalyst class is: 6. (5) Reactant: CO[C:3](=[O:12])[C:4]1[CH:9]=[CH:8][C:7]([Br:10])=[CH:6][C:5]=1[OH:11].CN(C(ON1N=NC2C=CC=NC1=2)=[N+](C)C)C.F[P-](F)(F)(F)(F)F.CCN(C(C)C)C(C)C.[C:46]([O:50][C:51](=[O:60])[C@@H:52]([NH2:59])[CH2:53][O:54][C:55]([CH3:58])([CH3:57])[CH3:56])([CH3:49])([CH3:48])[CH3:47]. Product: [C:46]([O:50][C:51](=[O:60])[C@@H:52]([NH:59][C:3](=[O:12])[C:4]1[CH:9]=[CH:8][C:7]([Br:10])=[CH:6][C:5]=1[OH:11])[CH2:53][O:54][C:55]([CH3:58])([CH3:57])[CH3:56])([CH3:49])([CH3:47])[CH3:48]. The catalyst class is: 3. (6) Reactant: [N:1]1[CH:6]=[CH:5][C:4]([C@@H:7]2[CH2:12][CH2:11][N:10]([C:13]([O:15][C:16]([CH3:19])([CH3:18])[CH3:17])=[O:14])[CH2:9][C@H:8]2[C:20]([O:22][CH2:23][CH3:24])=[O:21])=[CH:3][CH:2]=1.ClC1C=C(C=CC=1)C(OO)=[O:30]. Product: [O-:30][N+:1]1[CH:6]=[CH:5][C:4]([C@@H:7]2[CH2:12][CH2:11][N:10]([C:13]([O:15][C:16]([CH3:17])([CH3:18])[CH3:19])=[O:14])[CH2:9][C@H:8]2[C:20]([O:22][CH2:23][CH3:24])=[O:21])=[CH:3][CH:2]=1. The catalyst class is: 4. (7) Reactant: [C:1]([O:5][C:6]([N:8]1[CH2:13][CH2:12][C@@H:11]([CH2:14][CH2:15][OH:16])[C@@H:10]([CH:17]=[CH2:18])[CH2:9]1)=[O:7])([CH3:4])([CH3:3])[CH3:2].[CH3:19][C:20]([Si:23](Cl)([CH3:25])[CH3:24])([CH3:22])[CH3:21]. Product: [C:1]([O:5][C:6]([N:8]1[CH2:13][CH2:12][C@@H:11]([CH2:14][CH2:15][O:16][Si:23]([C:20]([CH3:22])([CH3:21])[CH3:19])([CH3:25])[CH3:24])[C@@H:10]([CH:17]=[CH2:18])[CH2:9]1)=[O:7])([CH3:4])([CH3:3])[CH3:2]. The catalyst class is: 64.